From a dataset of Full USPTO retrosynthesis dataset with 1.9M reactions from patents (1976-2016). Predict the reactants needed to synthesize the given product. (1) Given the product [I:20][C:2]1[CH:3]=[C:4]([C:9]2[CH:14]=[CH:13][CH:12]=[CH:11][CH:10]=2)[CH:5]=[CH:6][C:7]=1[NH2:8], predict the reactants needed to synthesize it. The reactants are: Br[C:2]1[CH:3]=[C:4]([C:9]2[CH:14]=[CH:13][CH:12]=[CH:11][CH:10]=2)[CH:5]=[CH:6][C:7]=1[NH2:8].Cl.N([O-])=O.[Na+].[I-:20].[K+].S([O-])([O-])(=O)=S.[Na+].[Na+]. (2) Given the product [F:1][C:2]1[C:3]([N+:15]([O-:17])=[O:16])=[C:4]([C:9]2[N:10]=[CH:11][CH:12]=[CH:13][N:14]=2)[CH:5]=[C:6]([F:8])[CH:7]=1, predict the reactants needed to synthesize it. The reactants are: [F:1][C:2]1[CH:3]=[C:4]([C:9]2[N:14]=[CH:13][CH:12]=[CH:11][N:10]=2)[CH:5]=[C:6]([F:8])[CH:7]=1.[N+:15]([O-])([OH:17])=[O:16]. (3) Given the product [C:1]1([CH3:14])[CH:6]=[C:5]([CH3:7])[CH:4]=[C:3]([CH3:8])[C:2]=1[S:9]([O-:12])(=[O:11])=[O:10].[NH2:13][N+:17]1[CH:18]=[CH:19][S:15][C:16]=1[CH:20]([OH:22])[CH3:21], predict the reactants needed to synthesize it. The reactants are: [C:1]1([CH3:14])[CH:6]=[C:5]([CH3:7])[CH:4]=[C:3]([CH3:8])[C:2]=1[S:9]([O:12][NH2:13])(=[O:11])=[O:10].[S:15]1[CH:19]=[CH:18][N:17]=[C:16]1[CH:20]([OH:22])[CH3:21]. (4) Given the product [Br:15][C:10]1[CH:9]=[C:8]([CH2:7][C@H:5]([NH:6][C:22](=[O:23])[C:21]2[CH:25]=[C:26]([Cl:27])[C:18]([Cl:17])=[CH:19][C:20]=2[NH:28][S:29]([C:32]2[C:33]3[N:34]=[CH:35][CH:36]=[N:37][C:38]=3[CH:39]=[CH:40][CH:41]=2)(=[O:31])=[O:30])[C:4]([OH:3])=[O:16])[CH:13]=[CH:12][C:11]=1[F:14], predict the reactants needed to synthesize it. The reactants are: Cl.C[O:3][C:4](=[O:16])[C@H:5]([CH2:7][C:8]1[CH:13]=[CH:12][C:11]([F:14])=[C:10]([Br:15])[CH:9]=1)[NH2:6].[Cl:17][C:18]1[C:26]([Cl:27])=[CH:25][C:21]([C:22](O)=[O:23])=[C:20]([NH:28][S:29]([C:32]2[C:33]3[N:34]=[CH:35][CH:36]=[N:37][C:38]=3[CH:39]=[CH:40][CH:41]=2)(=[O:31])=[O:30])[CH:19]=1.N1C2C=CC=C(S(Cl)(=O)=O)C=2N=CC=1. (5) The reactants are: [CH2:1]([O:8][CH2:9][CH2:10][CH2:11][O:12][C:13]1[CH:18]=[CH:17][CH:16]=[C:15]([CH:19]=[O:20])[C:14]=1OS(C(F)(F)F)(=O)=O)[C:2]1[CH:7]=[CH:6][CH:5]=[CH:4][CH:3]=1.[B:29]1([B:29]2[O:33][C:32]([CH3:35])([CH3:34])[C:31]([CH3:37])([CH3:36])[O:30]2)[O:33][C:32]([CH3:35])([CH3:34])[C:31]([CH3:37])([CH3:36])[O:30]1.CC([O-])=O.[K+].C(Cl)Cl. Given the product [CH2:1]([O:8][CH2:9][CH2:10][CH2:11][O:12][C:13]1[C:14]([B:29]2[O:33][C:32]([CH3:35])([CH3:34])[C:31]([CH3:37])([CH3:36])[O:30]2)=[C:15]([CH:16]=[CH:17][CH:18]=1)[CH:19]=[O:20])[C:2]1[CH:7]=[CH:6][CH:5]=[CH:4][CH:3]=1, predict the reactants needed to synthesize it. (6) The reactants are: [C:1]1([C@@H:7]2[NH:13][CH2:12][C:11]3[CH:14]=[CH:15][C:16]([C:18]([O:20][CH3:21])=[O:19])=[CH:17][C:10]=3[O:9][CH2:8]2)[CH:6]=[CH:5][CH:4]=[CH:3][CH:2]=1.C(Cl)Cl.CCN(CC)CC.[CH3:32][C:33]([CH3:38])([CH3:37])[C:34](Cl)=[O:35]. Given the product [C:1]1([C@@H:7]2[N:13]([C:34](=[O:35])[C:33]([CH3:38])([CH3:37])[CH3:32])[CH2:12][C:11]3[CH:14]=[CH:15][C:16]([C:18]([O:20][CH3:21])=[O:19])=[CH:17][C:10]=3[O:9][CH2:8]2)[CH:2]=[CH:3][CH:4]=[CH:5][CH:6]=1, predict the reactants needed to synthesize it. (7) Given the product [CH2:1]([O:3][C:4]1[CH:9]=[CH:8][C:7]2[C:10]3[C:11](=[C:12]([F:27])[C:13]([O:16][CH2:17][CH:18]4[CH2:19][CH2:20][CH:21]([CH2:24][CH2:25][CH3:26])[CH2:22][CH2:23]4)=[CH:14][CH:15]=3)[CH:28]([OH:29])[CH:30]([OH:31])[C:6]=2[C:5]=1[F:32])[CH3:2], predict the reactants needed to synthesize it. The reactants are: [CH2:1]([O:3][C:4]1[C:5]([F:32])=[C:6]([CH:30]=[O:31])[C:7]([C:10]2[C:11]([CH:28]=[O:29])=[C:12]([F:27])[C:13]([O:16][CH2:17][CH:18]3[CH2:23][CH2:22][CH:21]([CH2:24][CH2:25][CH3:26])[CH2:20][CH2:19]3)=[CH:14][CH:15]=2)=[CH:8][CH:9]=1)[CH3:2]. (8) Given the product [CH3:1][C:2]1[CH:3]=[CH:4][CH:5]=[C:6]2[C:11]=1[N:10]=[C:9]([C:12]1[CH:17]=[CH:16][CH:15]=[CH:14][C:13]=1[CH3:18])[C:8]([CH2:19][NH:20][C:24]1[N:23]=[C:22]([NH2:21])[N:30]=[C:29]3[C:25]=1[N:26]=[CH:27][NH:28]3)=[CH:7]2, predict the reactants needed to synthesize it. The reactants are: [CH3:1][C:2]1[CH:3]=[CH:4][CH:5]=[C:6]2[C:11]=1[N:10]=[C:9]([C:12]1[CH:17]=[CH:16][CH:15]=[CH:14][C:13]=1[CH3:18])[C:8]([CH2:19][NH2:20])=[CH:7]2.[NH2:21][C:22]1[N:30]=[C:29]2[C:25]([NH:26][CH:27]=[N:28]2)=[C:24](Cl)[N:23]=1.C(N(CC)CC)C.